Dataset: Reaction yield outcomes from USPTO patents with 853,638 reactions. Task: Predict the reaction yield, written as a fraction of the theoretical maximum amount of product (1.0 means a 100% yield; for example, 0.34 means a 34% yield). (1) No catalyst specified. The reactants are C(C1C=CC(C(NC2C=CC(C3C=C4C(CN([C@@H](C(C)C)C(O)=O)C4=O)=CC=3)=NC=2)=O)=CC=1)(C)(C)C.[C:37]([C:41]1[CH:74]=[CH:73][C:44]([C:45]([NH:47][C:48]2[CH:53]=[CH:52][C:51]([C:54]3[CH:62]=[C:61]4[C:57]([CH2:58][N:59]([C@@H:64]([CH:69]([CH3:71])[CH3:70])[C:65]([O:67]C)=[O:66])[C:60]4=[O:63])=[CH:56][CH:55]=3)=[C:50]([CH3:72])[CH:49]=2)=[O:46])=[CH:43][CH:42]=1)([CH3:40])([CH3:39])[CH3:38]. The yield is 0.820. The product is [C:37]([C:41]1[CH:74]=[CH:73][C:44]([C:45]([NH:47][C:48]2[CH:53]=[CH:52][C:51]([C:54]3[CH:62]=[C:61]4[C:57]([CH2:58][N:59]([C@@H:64]([CH:69]([CH3:70])[CH3:71])[C:65]([OH:67])=[O:66])[C:60]4=[O:63])=[CH:56][CH:55]=3)=[C:50]([CH3:72])[CH:49]=2)=[O:46])=[CH:43][CH:42]=1)([CH3:38])([CH3:40])[CH3:39]. (2) The reactants are [C:1]1([CH:7]([C:30]2[CH:35]=[CH:34][CH:33]=[CH:32][CH:31]=2)[N:8]2[C:16]3[C:11](=[CH:12][CH:13]=[CH:14][CH:15]=3)[C:10]([C:19]3[C:27](O)=[CH:26][C:22]4[O:23][CH2:24][O:25][C:21]=4[CH:20]=3)([CH2:17][OH:18])[C:9]2=[O:29])[CH:6]=[CH:5][CH:4]=[CH:3][CH:2]=1.C1(CCN2C3C(=CC=CC=3)C(C3C(O)=CC4OCOC=4C=3)(CO)C2=O)CC1. No catalyst specified. The product is [C:1]1([CH:7]([C:30]2[CH:31]=[CH:32][CH:33]=[CH:34][CH:35]=2)[N:8]2[C:16]3[C:11](=[CH:12][CH:13]=[CH:14][CH:15]=3)[C:10]3([C:19]4=[CH:20][C:21]5[O:25][CH2:24][O:23][C:22]=5[CH:26]=[C:27]4[O:18][CH2:17]3)[C:9]2=[O:29])[CH:2]=[CH:3][CH:4]=[CH:5][CH:6]=1. The yield is 0.260. (3) The reactants are [CH2:1]([S:8][CH:9]([CH:42]=O)[CH2:10][NH:11][C:12]([C:14]1[NH:15][C:16]2[C:21]([CH:22]=1)=[CH:20][C:19]([O:23][CH2:24][CH2:25][CH2:26][S:27]([CH3:30])(=[O:29])=[O:28])=[CH:18][C:17]=2[N:31]([CH3:41])[S:32]([C:35]1[CH:40]=[CH:39][CH:38]=[CH:37][N:36]=1)(=[O:34])=[O:33])=[O:13])[C:2]1[CH:7]=[CH:6][CH:5]=[CH:4][CH:3]=1.[NH:44]1[CH2:49][CH2:48][S:47][CH2:46][CH2:45]1.C(O[BH-](OC(=O)C)OC(=O)C)(=O)C.[Na+].C(O)(=O)CC(CC(O)=O)(C(O)=O)O.C(=O)([O-])O.[Na+]. The catalyst is ClCCCl. The product is [CH2:1]([S:8][CH:9]([CH2:42][N:44]1[CH2:49][CH2:48][S:47][CH2:46][CH2:45]1)[CH2:10][NH:11][C:12]([C:14]1[NH:15][C:16]2[C:21]([CH:22]=1)=[CH:20][C:19]([O:23][CH2:24][CH2:25][CH2:26][S:27]([CH3:30])(=[O:28])=[O:29])=[CH:18][C:17]=2[N:31]([CH3:41])[S:32]([C:35]1[CH:40]=[CH:39][CH:38]=[CH:37][N:36]=1)(=[O:34])=[O:33])=[O:13])[C:2]1[CH:7]=[CH:6][CH:5]=[CH:4][CH:3]=1. The yield is 0.890. (4) The reactants are [Br:1][C:2]1[CH:10]=[CH:9][CH:8]=[CH:7][C:3]=1[C:4]([Cl:6])=[O:5].[CH3:11][N:12]([CH3:26])[CH:13]1[CH2:18][CH2:17][C:16]([C:19]2[N:24]=[C:23]([NH2:25])[CH:22]=[CH:21][CH:20]=2)=[CH:15][CH2:14]1. No catalyst specified. The product is [ClH:6].[ClH:6].[Br:1][C:2]1[CH:10]=[CH:9][CH:8]=[CH:7][C:3]=1[C:4]([NH:25][C:23]1[CH:22]=[CH:21][CH:20]=[C:19]([C:16]2[CH2:17][CH2:18][CH:13]([N:12]([CH3:26])[CH3:11])[CH2:14][CH:15]=2)[N:24]=1)=[O:5]. The yield is 0.340. (5) The yield is 0.970. The catalyst is O1CCCC1. The product is [CH2:1]([O:8][C:9](=[O:27])[NH:10][C@H:11]([C:15](=[O:26])[NH:16][CH2:17][CH2:18][CH:19]=[O:20])[C@@H:12]([OH:14])[CH3:13])[C:2]1[CH:7]=[CH:6][CH:5]=[CH:4][CH:3]=1. The reactants are [CH2:1]([O:8][C:9](=[O:27])[NH:10][C@H:11]([C:15](=[O:26])[NH:16][CH2:17][CH2:18][CH:19](OCC)[O:20]CC)[C@@H:12]([OH:14])[CH3:13])[C:2]1[CH:7]=[CH:6][CH:5]=[CH:4][CH:3]=1.Cl.